This data is from HIV replication inhibition screening data with 41,000+ compounds from the AIDS Antiviral Screen. The task is: Binary Classification. Given a drug SMILES string, predict its activity (active/inactive) in a high-throughput screening assay against a specified biological target. (1) The drug is Cc1ccc(S(=O)(=O)CNC(=O)C(O)(O)C(F)(F)F)cc1. The result is 0 (inactive). (2) The molecule is COc1ccccc1C=C1Sc2scc(-c3cccc([N+](=O)[O-])c3)[n+]2C1=O.[Cl-]. The result is 0 (inactive). (3) The compound is COC(=O)C1C(=O)C(C(=O)OC)C2(C)C(C(=O)OC)C(=O)C(C(=O)OC)C12C. The result is 0 (inactive). (4) The drug is CC(C)(CCNc1c2ccccc2nc2cccc([N+](=O)[O-])c12)[N+](C)(C)[O-].Cl. The result is 0 (inactive). (5) The drug is Cc1ccc2c3ccc4c(c3n(C)c2c1)C(=O)C=CC4=O. The result is 0 (inactive). (6) The molecule is CON=C(C(=O)Nc1cncs1)c1csc(NC(c2ccccc2)(c2ccccc2)c2ccccc2)n1. The result is 0 (inactive).